Dataset: Full USPTO retrosynthesis dataset with 1.9M reactions from patents (1976-2016). Task: Predict the reactants needed to synthesize the given product. (1) Given the product [Br:1][C:2]1[CH:7]=[C:6]([N+:35]([O-:37])=[O:36])[C:5]([NH:8][C:9](=[O:14])[C:10]([CH3:13])([CH3:12])[CH3:11])=[C:4]([C:15]2[C:20]([F:21])=[CH:19][CH:18]=[CH:17][N:16]=2)[CH:3]=1, predict the reactants needed to synthesize it. The reactants are: [Br:1][C:2]1[CH:7]=[CH:6][C:5]([NH:8][C:9](=[O:14])[C:10]([CH3:13])([CH3:12])[CH3:11])=[C:4]([C:15]2[C:20]([F:21])=[CH:19][CH:18]=[CH:17][N:16]=2)[CH:3]=1.C(OC(C(F)(F)F)=O)(C(F)(F)F)=O.[N+:35]([O-])([OH:37])=[O:36].CO. (2) Given the product [CH3:1][O:2][N:3]=[C:22]1[C:16]2[C:17](=[CH:18][N:19]=[C:14]([Cl:13])[CH:15]=2)[O:20][CH2:21]1, predict the reactants needed to synthesize it. The reactants are: [CH3:1][O:2][N:3]=C1C2C=CN=NC=2OC1.[Cl:13][C:14]1[CH:15]=[C:16]2[C:22](=O)[CH2:21][O:20][C:17]2=[CH:18][N:19]=1.